This data is from Full USPTO retrosynthesis dataset with 1.9M reactions from patents (1976-2016). The task is: Predict the reactants needed to synthesize the given product. (1) Given the product [CH2:1]([C@H:8]([NH:21][C:22]([C@@H:24]([NH:34][C:35]([C@@H:37]([NH:39][C:40]([C:42]1[CH2:43][C:44]2[C:49]([C:50]=1[CH3:51])=[CH:48][CH:47]=[CH:46][CH:45]=2)=[O:41])[CH3:38])=[O:36])[CH2:25][C:26]1[CH:31]=[CH:30][C:29]([O:32][CH3:33])=[CH:28][CH:27]=1)=[O:23])[C:9]([C:11](=[O:20])[NH:12][CH2:13][C:14]1[CH:15]=[CH:16][CH:17]=[CH:18][CH:19]=1)=[O:10])[C:2]1[CH:3]=[CH:4][CH:5]=[CH:6][CH:7]=1, predict the reactants needed to synthesize it. The reactants are: [CH2:1]([C@H:8]([NH:21][C:22]([C@@H:24]([NH:34][C:35]([C@@H:37]([NH:39][C:40]([C:42]1[CH2:43][C:44]2[C:49]([C:50]=1[CH3:51])=[CH:48][CH:47]=[CH:46][CH:45]=2)=[O:41])[CH3:38])=[O:36])[CH2:25][C:26]1[CH:31]=[CH:30][C:29]([O:32][CH3:33])=[CH:28][CH:27]=1)=[O:23])[CH:9]([C:11](=[O:20])[NH:12][CH2:13][C:14]1[CH:19]=[CH:18][CH:17]=[CH:16][CH:15]=1)[OH:10])[C:2]1[CH:7]=[CH:6][CH:5]=[CH:4][CH:3]=1.CC(OI1(OC(C)=O)(OC(C)=O)OC(=O)C2C=CC=CC1=2)=O. (2) Given the product [C:1]([O:5][C:6]([N:8]1[CH2:13][CH2:12][CH:11]([O:14][C:18]2[C:19]([N+:35]([O-:37])=[O:36])=[C:20]([NH:24][C:25]3[CH:26]=[CH:27][C:28]([S:31]([CH3:34])(=[O:32])=[O:33])=[CH:29][CH:30]=3)[N:21]=[CH:22][N:23]=2)[CH2:10][CH2:9]1)=[O:7])([CH3:4])([CH3:2])[CH3:3], predict the reactants needed to synthesize it. The reactants are: [C:1]([O:5][C:6]([N:8]1[CH2:13][CH2:12][CH:11]([OH:14])[CH2:10][CH2:9]1)=[O:7])([CH3:4])([CH3:3])[CH3:2].[H-].[Na+].Cl[C:18]1[N:23]=[CH:22][N:21]=[C:20]([NH:24][C:25]2[CH:30]=[CH:29][C:28]([S:31]([CH3:34])(=[O:33])=[O:32])=[CH:27][CH:26]=2)[C:19]=1[N+:35]([O-:37])=[O:36].